From a dataset of NCI-60 drug combinations with 297,098 pairs across 59 cell lines. Regression. Given two drug SMILES strings and cell line genomic features, predict the synergy score measuring deviation from expected non-interaction effect. (1) Drug 1: CS(=O)(=O)C1=CC(=C(C=C1)C(=O)NC2=CC(=C(C=C2)Cl)C3=CC=CC=N3)Cl. Drug 2: CC1C(C(CC(O1)OC2CC(OC(C2O)C)OC3=CC4=CC5=C(C(=O)C(C(C5)C(C(=O)C(C(C)O)O)OC)OC6CC(C(C(O6)C)O)OC7CC(C(C(O7)C)O)OC8CC(C(C(O8)C)O)(C)O)C(=C4C(=C3C)O)O)O)O. Cell line: NCI/ADR-RES. Synergy scores: CSS=3.26, Synergy_ZIP=-2.42, Synergy_Bliss=-1.67, Synergy_Loewe=-2.18, Synergy_HSA=-2.57. (2) Drug 1: CCCS(=O)(=O)NC1=C(C(=C(C=C1)F)C(=O)C2=CNC3=C2C=C(C=N3)C4=CC=C(C=C4)Cl)F. Drug 2: C1=CC(=CC=C1C#N)C(C2=CC=C(C=C2)C#N)N3C=NC=N3. Cell line: SK-MEL-5. Synergy scores: CSS=17.8, Synergy_ZIP=-0.538, Synergy_Bliss=0.0980, Synergy_Loewe=-18.8, Synergy_HSA=-2.63. (3) Drug 1: CN1C2=C(C=C(C=C2)N(CCCl)CCCl)N=C1CCCC(=O)O.Cl. Drug 2: CC1CCCC2(C(O2)CC(NC(=O)CC(C(C(=O)C(C1O)C)(C)C)O)C(=CC3=CSC(=N3)C)C)C. Cell line: UACC62. Synergy scores: CSS=41.6, Synergy_ZIP=0.0485, Synergy_Bliss=-0.0369, Synergy_Loewe=-30.9, Synergy_HSA=1.51. (4) Drug 1: C1CN1P(=S)(N2CC2)N3CC3. Drug 2: C(CC(=O)O)C(=O)CN.Cl. Cell line: UACC62. Synergy scores: CSS=13.6, Synergy_ZIP=-2.99, Synergy_Bliss=2.94, Synergy_Loewe=-14.3, Synergy_HSA=0.0598. (5) Drug 1: CC1C(C(CC(O1)OC2CC(OC(C2O)C)OC3=CC4=CC5=C(C(=O)C(C(C5)C(C(=O)C(C(C)O)O)OC)OC6CC(C(C(O6)C)O)OC7CC(C(C(O7)C)O)OC8CC(C(C(O8)C)O)(C)O)C(=C4C(=C3C)O)O)O)O. Drug 2: CC(C)CN1C=NC2=C1C3=CC=CC=C3N=C2N. Cell line: A549. Synergy scores: CSS=41.8, Synergy_ZIP=0.416, Synergy_Bliss=0.328, Synergy_Loewe=-0.372, Synergy_HSA=-0.734. (6) Drug 1: CC1=C(C=C(C=C1)NC2=NC=CC(=N2)N(C)C3=CC4=NN(C(=C4C=C3)C)C)S(=O)(=O)N.Cl. Drug 2: C(=O)(N)NO. Cell line: LOX IMVI. Synergy scores: CSS=6.96, Synergy_ZIP=-0.00369, Synergy_Bliss=0.214, Synergy_Loewe=3.81, Synergy_HSA=1.32.